This data is from Full USPTO retrosynthesis dataset with 1.9M reactions from patents (1976-2016). The task is: Predict the reactants needed to synthesize the given product. (1) Given the product [CH2:1]([N:8]1[CH2:13][CH2:12][N:11]([C:17]2[CH:22]=[CH:21][C:20]([F:23])=[CH:19][CH:18]=2)[CH2:10][C:9]1([CH3:15])[CH3:14])[C:2]1[CH:3]=[CH:4][CH:5]=[CH:6][CH:7]=1, predict the reactants needed to synthesize it. The reactants are: [CH2:1]([N:8]1[CH2:13][CH2:12][NH:11][CH2:10][C:9]1([CH3:15])[CH3:14])[C:2]1[CH:7]=[CH:6][CH:5]=[CH:4][CH:3]=1.Br[C:17]1[CH:22]=[CH:21][C:20]([F:23])=[CH:19][CH:18]=1.C1(P(C2C=CC=CC=2)C2C=CC3C(=CC=CC=3)C=2C2C3C(=CC=CC=3)C=CC=2P(C2C=CC=CC=2)C2C=CC=CC=2)C=CC=CC=1.CC(C)([O-])C.[Na+]. (2) Given the product [Br:11][C:12]1[CH:13]=[C:14]([S:18]([NH:4][O:3][CH3:2])(=[O:20])=[O:19])[CH:15]=[CH:16][CH:17]=1, predict the reactants needed to synthesize it. The reactants are: Cl.[CH3:2][O:3][NH2:4].C([O-])([O-])=O.[Na+].[Na+].[Br:11][C:12]1[CH:13]=[C:14]([S:18](Cl)(=[O:20])=[O:19])[CH:15]=[CH:16][CH:17]=1.[OH-].[Na+]. (3) Given the product [CH3:31][C:24]1[C:25]2[C:30](=[CH:29][CH:28]=[CH:27][CH:26]=2)[C:21]([C:20]2[O:9][C:8](=[O:10])[C:3]3[N:4]=[CH:5][CH:6]=[CH:7][C:2]=3[N:1]=2)=[CH:22][CH:23]=1, predict the reactants needed to synthesize it. The reactants are: [NH2:1][C:2]1[C:3]([C:8]([OH:10])=[O:9])=[N:4][CH:5]=[CH:6][CH:7]=1.CCN(C(C)C)C(C)C.[CH3:20][C:21]1[C:30]2[C:25](=[CH:26][CH:27]=[CH:28][CH:29]=2)[C:24]([C:31](Cl)=O)=[CH:23][CH:22]=1.S(Cl)(Cl)=O.CN(C(ON1N=NC2C=CC=NC1=2)=[N+](C)C)C.F[P-](F)(F)(F)(F)F.